The task is: Predict the product of the given reaction.. This data is from Forward reaction prediction with 1.9M reactions from USPTO patents (1976-2016). (1) Given the reactants [Cl:1][C:2]1[N:10]=[C:9]2[C:5]([N:6]=[CH:7][N:8]2[CH:11]=[CH2:12])=[C:4]([NH:13][C:14]2[CH:19]=[CH:18][C:17]([P:20]([CH3:23])([CH3:22])=[O:21])=[CH:16][CH:15]=2)[N:3]=1.C1(C)C=CC=CC=1P(C1C=CC=CC=1C)C1C=CC=CC=1C.I[C:47]1[C:52]([CH3:53])=[CH:51][CH:50]=[CH:49][C:48]=1[CH3:54].CCN(C(C)C)C(C)C, predict the reaction product. The product is: [CH3:54][C:48]1[CH:49]=[CH:50][CH:51]=[C:52]([CH3:53])[C:47]=1/[CH:12]=[CH:11]/[N:8]1[CH:7]=[N:6][C:5]2[C:9]1=[N:10][C:2]([Cl:1])=[N:3][C:4]=2[NH:13][C:14]1[CH:19]=[CH:18][C:17]([P:20]([CH3:22])([CH3:23])=[O:21])=[CH:16][CH:15]=1. (2) Given the reactants Br[C:2]1[O:6][C:5]([C:7]2[O:8][C:9]([C:12]3[CH:19]=[CH:18][C:15]([C:16]#[N:17])=[CH:14][CH:13]=3)=[CH:10][CH:11]=2)=[CH:4][CH:3]=1.[CH3:20][N:21](C=O)C, predict the reaction product. The product is: [C:16]([C:15]1[CH:18]=[CH:19][C:12]([C:9]2[O:8][C:7]([C:5]3[O:6][C:2]([C:20]#[N:21])=[CH:3][CH:4]=3)=[CH:11][CH:10]=2)=[CH:13][CH:14]=1)#[N:17]. (3) Given the reactants [Cl:1][C:2]1[CH:23]=[CH:22][C:21](B2OC(C)(C)C(C)(C)O2)=[CH:20][C:3]=1[C:4]([NH:6][C:7]1[N:11]([C:12]2[CH:17]=[CH:16][CH:15]=[CH:14][CH:13]=2)[N:10]=[C:9]([C:18]#[N:19])[CH:8]=1)=[O:5].Br[C:34]1[N:39]=[C:38]([NH:40][C:41](=[O:43])[CH3:42])[CH:37]=[CH:36][CH:35]=1.C(=O)([O-])[O-].[Na+].[Na+], predict the reaction product. The product is: [C:41]([NH:40][C:38]1[N:39]=[C:34]([C:21]2[CH:22]=[CH:23][C:2]([Cl:1])=[C:3]([CH:20]=2)[C:4]([NH:6][C:7]2[N:11]([C:12]3[CH:17]=[CH:16][CH:15]=[CH:14][CH:13]=3)[N:10]=[C:9]([C:18]#[N:19])[CH:8]=2)=[O:5])[CH:35]=[CH:36][CH:37]=1)(=[O:43])[CH3:42]. (4) The product is: [CH3:23][O:22][CH2:35][NH:33][C:15]([C:12]1[CH:11]=[CH:10][C:9]([O:8][CH2:1][C:2]2[CH:3]=[CH:4][CH:5]=[CH:6][CH:7]=2)=[CH:14][N:13]=1)=[O:36]. Given the reactants [CH2:1]([O:8][C:9]1[CH:10]=[CH:11][C:12]([CH3:15])=[N:13][CH:14]=1)[C:2]1[CH:7]=[CH:6][CH:5]=[CH:4][CH:3]=1.[Se](=O)=O.Cl.CN[O:22][CH3:23].Cl.C(N=C=NCCC[N:33]([CH3:35])C)C.[OH:36]N1C2C=CC=CC=2N=N1, predict the reaction product. (5) The product is: [CH3:1][C:2]1[CH:7]=[C:6]([S:8]([CH3:11])(=[O:10])=[O:9])[CH:5]=[CH:4][C:3]=1[C:12]1[C:13]2[CH:20]=[C:19]([CH2:21][OH:22])[CH:18]=[CH:17][C:14]=2[S:15][CH:16]=1. Given the reactants [CH3:1][C:2]1[CH:7]=[C:6]([S:8]([CH3:11])(=[O:10])=[O:9])[CH:5]=[CH:4][C:3]=1[C:12]1[C:13]2[CH:20]=[C:19]([CH:21]=[O:22])[CH:18]=[CH:17][C:14]=2[S:15][CH:16]=1.[BH4-].[Na+], predict the reaction product. (6) Given the reactants [S:1](=[O:4])(=O)=[O:2].[N:5]1[CH:10]=[CH:9][CH:8]=[CH:7][C:6]=1[CH3:11].P(Cl)(Cl)([Cl:14])=O.C(OC)(C)(C)C, predict the reaction product. The product is: [CH:6]([N:5]([CH2:10][CH2:9][CH3:8])[S:1]([Cl:14])(=[O:4])=[O:2])([CH3:11])[CH3:7].